The task is: Predict the reaction yield, written as a fraction of the theoretical maximum amount of product (1.0 means a 100% yield; for example, 0.34 means a 34% yield).. This data is from Reaction yield outcomes from USPTO patents with 853,638 reactions. (1) The reactants are [NH2:1][C:2]1[CH:22]=[CH:21][C:5]([O:6][C:7]2[CH:12]=[CH:11][N:10]=[C:9]([NH:13][C:14]([N:16]3[CH2:20][CH2:19][CH2:18][CH2:17]3)=[O:15])[CH:8]=2)=[C:4]([F:23])[CH:3]=1.C(N(CC)CC)C.[F:31][P-](F)(F)(F)(F)F.[N:38]1(O[P+](N(C)C)(N(C)C)N(C)C)[C:42]2[CH:43]=[CH:44][CH:45]=[CH:46][C:41]=2N=N1.C([O:60][CH2:61][CH3:62])C.CCCCCC.CN(C)[CH:71]=[O:72]. No catalyst specified. The product is [F:31][C:45]1[CH:44]=[CH:43][C:42]([NH:38][C:61](=[O:60])[CH2:62][C:71]([NH:1][C:2]2[CH:22]=[CH:21][C:5]([O:6][C:7]3[CH:12]=[CH:11][N:10]=[C:9]([NH:13][C:14]([N:16]4[CH2:17][CH2:18][CH2:19][CH2:20]4)=[O:15])[CH:8]=3)=[C:4]([F:23])[CH:3]=2)=[O:72])=[CH:41][CH:46]=1. The yield is 0.384. (2) The reactants are Br[C:2]1[CH:3]=[CH:4][C:5]([F:13])=[C:6]([CH2:8][CH2:9][CH2:10][C:11]#[N:12])[CH:7]=1.[CH3:14][Si:15]([C:18]#[CH:19])([CH3:17])[CH3:16].Cl. The catalyst is C(NCC)C.CN(C=O)C.C(OCC)(=O)C.[Cu]I.Cl[Pd](Cl)([P](C1C=CC=CC=1)(C1C=CC=CC=1)C1C=CC=CC=1)[P](C1C=CC=CC=1)(C1C=CC=CC=1)C1C=CC=CC=1. The product is [F:13][C:5]1[CH:4]=[CH:3][C:2]([C:19]#[C:18][Si:15]([CH3:17])([CH3:16])[CH3:14])=[CH:7][C:6]=1[CH2:8][CH2:9][CH2:10][C:11]#[N:12]. The yield is 0.700. (3) The reactants are [F:1][C:2]1[CH:35]=[C:34]([F:36])[CH:33]=[CH:32][C:3]=1[CH2:4][C:5]1[C:6]([C:27]([O:29][CH2:30][CH3:31])=[O:28])=[C:7]([C:18]2[CH:26]=[CH:25][C:21]([C:22]([OH:24])=O)=[CH:20][CH:19]=2)[C:8]2[C:15](=[O:16])[N:14]3[C@@H:10]([CH2:11][CH2:12][CH2:13]3)[C:9]=2[N:17]=1.[CH:37]1[CH:41]=[C:40]([CH2:42][NH2:43])[O:39][CH:38]=1.C(Cl)CCl. The catalyst is C(Cl)Cl.CCOC(C)=O. The product is [F:1][C:2]1[CH:35]=[C:34]([F:36])[CH:33]=[CH:32][C:3]=1[CH2:4][C:5]1[C:6]([C:27]([O:29][CH2:30][CH3:31])=[O:28])=[C:7]([C:18]2[CH:26]=[CH:25][C:21]([C:22]([NH:43][CH2:42][C:40]3[O:39][CH:38]=[CH:37][CH:41]=3)=[O:24])=[CH:20][CH:19]=2)[C:8]2[C:15](=[O:16])[N:14]3[C@@H:10]([CH2:11][CH2:12][CH2:13]3)[C:9]=2[N:17]=1. The yield is 0.590. (4) The reactants are Cl[CH2:2][C:3]1[CH:17]=[CH:16][C:6]([C:7]([NH:9][C:10]2[CH:15]=[N:14][CH:13]=[CH:12][N:11]=2)=[O:8])=[CH:5][CH:4]=1.[N:18]1[CH:19]=[CH:20][N:21]2[CH:26]=[CH:25][CH:24]=[C:23]([OH:27])[C:22]=12.FC1C=CC(CN2C=C(NC(=O)C3C=CC=C(COC4C=CC=CC=4C(F)(F)F)C=3)C=N2)=CC=1. No catalyst specified. The product is [N:18]1[CH:19]=[CH:20][N:21]2[CH:26]=[CH:25][CH:24]=[C:23]([O:27][CH2:2][C:3]3[CH:17]=[CH:16][C:6]([C:7]([NH:9][C:10]4[CH:15]=[N:14][CH:13]=[CH:12][N:11]=4)=[O:8])=[CH:5][CH:4]=3)[C:22]=12. The yield is 0.160. (5) The reactants are C(OC([NH:6][C:7]([NH2:9])=S)=O)C.[CH3:10][O:11][C:12]1[CH:13]=[CH:14][C:15]([NH2:18])=[N:16][CH:17]=1.Cl.NO.CCN(C(C)C)C(C)C. The catalyst is C(O)C.CO. The product is [CH3:10][O:11][C:12]1[CH:13]=[CH:14][C:15]2[N:16]([N:6]=[C:7]([NH2:9])[N:18]=2)[CH:17]=1. The yield is 0.830. (6) The catalyst is CN(C=O)C. The reactants are CC(OC([N:8]1[CH2:13][CH2:12][CH:11]([CH2:14][C:15]2[CH:16]=[C:17]([C:21]([NH:23][CH2:24][C:25]3[CH:26]=[CH:27][C:28]([F:52])=[C:29]([C:31]4[CH:36]=[CH:35][CH:34]=[C:33]([CH2:37][N:38]5[CH2:43][CH2:42][N:41](C(OC(C)(C)C)=O)[C@@H:40]([CH3:51])[CH2:39]5)[CH:32]=4)[CH:30]=3)=[O:22])[CH:18]=[CH:19][CH:20]=2)[CH2:10][CH2:9]1)=O)(C)C.[H-].[Na+].Br[CH2:56][CH:57]1[CH2:62][CH2:61][CH2:60][CH2:59][CH2:58]1. The yield is 0.196. The product is [CH:57]1([CH2:56][N:23]([CH2:24][C:25]2[CH:30]=[C:29]([C:31]3[CH:36]=[CH:35][CH:34]=[C:33]([CH2:37][N:38]4[CH2:43][CH2:42][NH:41][C@@H:40]([CH3:51])[CH2:39]4)[CH:32]=3)[C:28]([F:52])=[CH:27][CH:26]=2)[C:21](=[O:22])[C:17]2[CH:18]=[CH:19][CH:20]=[C:15]([CH2:14][CH:11]3[CH2:10][CH2:9][NH:8][CH2:13][CH2:12]3)[CH:16]=2)[CH2:62][CH2:61][CH2:60][CH2:59][CH2:58]1. (7) The reactants are Cl.[O:2]1[CH:6]=[CH:5][C:4]([C:7]2[C:15]3[C:10](=[N:11][CH:12]=[C:13]([NH:16]C(=O)OC(C)(C)C)[CH:14]=3)[NH:9][CH:8]=2)=[CH:3]1. The catalyst is CO. The product is [O:2]1[CH:6]=[CH:5][C:4]([C:7]2[C:15]3[C:10](=[N:11][CH:12]=[C:13]([NH2:16])[CH:14]=3)[NH:9][CH:8]=2)=[CH:3]1. The yield is 0.700.